Dataset: Retrosynthesis with 50K atom-mapped reactions and 10 reaction types from USPTO. Task: Predict the reactants needed to synthesize the given product. Given the product CC[C@H](C)[C@H](NC(=O)n1c(=O)n(CCN2CCOCC2)c2ccccc21)C(=O)N(C)C, predict the reactants needed to synthesize it. The reactants are: CC[C@H](C)[C@H](NC(=O)n1c(=O)n(CCN2CCOCC2)c2ccccc21)C(=O)O.CNC.